This data is from Forward reaction prediction with 1.9M reactions from USPTO patents (1976-2016). The task is: Predict the product of the given reaction. (1) Given the reactants C(N1C2C(=CC(S(N)(=O)=O)=CC=2)CC1)C.[CH:16]1([C:22]([N:24]2[C:32]3[C:27](=[CH:28][C:29]([S:33]([NH2:36])(=[O:35])=[O:34])=[CH:30][CH:31]=3)[CH2:26][CH2:25]2)=O)[CH2:21][CH2:20][CH2:19][CH2:18][CH2:17]1, predict the reaction product. The product is: [CH:16]1([CH2:22][N:24]2[C:32]3[C:27](=[CH:28][C:29]([S:33]([NH2:36])(=[O:35])=[O:34])=[CH:30][CH:31]=3)[CH2:26][CH2:25]2)[CH2:17][CH2:18][CH2:19][CH2:20][CH2:21]1. (2) Given the reactants [CH3:1][N:2]1[C:6]([CH:7]2[CH2:12][CH2:11][O:10][CH2:9][CH2:8]2)=[C:5]([NH2:13])[CH:4]=[N:3]1.CCN(C(C)C)C(C)C.C1CN([P+](ON2N=NC3C=CC=CC2=3)(N2CCCC2)N2CCCC2)CC1.F[P-](F)(F)(F)(F)F.[C:56]([O:60][C:61]([NH:63][C:64]1[S:68][C:67]([C:69]2[C:74]([F:75])=[CH:73][CH:72]=[CH:71][C:70]=2[F:76])=[N:66][C:65]=1[C:77](O)=[O:78])=[O:62])([CH3:59])([CH3:58])[CH3:57], predict the reaction product. The product is: [F:76][C:70]1[CH:71]=[CH:72][CH:73]=[C:74]([F:75])[C:69]=1[C:67]1[S:68][C:64]([NH:63][C:61](=[O:62])[O:60][C:56]([CH3:58])([CH3:57])[CH3:59])=[C:65]([C:77](=[O:78])[NH:13][C:5]2[CH:4]=[N:3][N:2]([CH3:1])[C:6]=2[CH:7]2[CH2:12][CH2:11][O:10][CH2:9][CH2:8]2)[N:66]=1. (3) Given the reactants [F:1][C:2]([F:22])([F:21])[C:3]1[CH:8]=[C:7]([C:9]([F:12])([F:11])[F:10])[CH:6]=[CH:5][C:4]=1[N:13]1[CH2:18][CH2:17][CH:16]([CH2:19][OH:20])[CH2:15][CH2:14]1.C(N(CC)CC)C.C(=O)([O-])O.[Na+].C(OCC)(=O)C, predict the reaction product. The product is: [F:22][C:2]([F:1])([F:21])[C:3]1[CH:8]=[C:7]([C:9]([F:12])([F:10])[F:11])[CH:6]=[CH:5][C:4]=1[N:13]1[CH2:14][CH2:15][CH:16]([CH:19]=[O:20])[CH2:17][CH2:18]1. (4) Given the reactants [CH:1]1([C:4]2[N:9]3[N:10]=[CH:11][C:12]([C:13](O)=[O:14])=[C:8]3[N:7]=[C:6]([C:16]3[CH:21]=[CH:20][C:19]([C:22]([F:25])([F:24])[F:23])=[CH:18][CH:17]=3)[CH:5]=2)[CH2:3][CH2:2]1.[NH2:26][C:27]1[CH:28]=[C:29]([S:33]([NH:36][C:37]([CH3:40])([CH3:39])[CH3:38])(=[O:35])=[O:34])[CH:30]=[CH:31][CH:32]=1, predict the reaction product. The product is: [C:37]([NH:36][S:33]([C:29]1[CH:28]=[C:27]([NH:26][C:13]([C:12]2[CH:11]=[N:10][N:9]3[C:4]([CH:1]4[CH2:2][CH2:3]4)=[CH:5][C:6]([C:16]4[CH:17]=[CH:18][C:19]([C:22]([F:23])([F:25])[F:24])=[CH:20][CH:21]=4)=[N:7][C:8]=23)=[O:14])[CH:32]=[CH:31][CH:30]=1)(=[O:35])=[O:34])([CH3:40])([CH3:38])[CH3:39].